Dataset: Reaction yield outcomes from USPTO patents with 853,638 reactions. Task: Predict the reaction yield, written as a fraction of the theoretical maximum amount of product (1.0 means a 100% yield; for example, 0.34 means a 34% yield). (1) The reactants are [F:1][C:2]([F:18])([F:17])[C:3]1[C:12]2[C:7](=[CH:8][CH:9]=[C:10]([N+:13]([O-])=O)[CH:11]=2)[NH:6][C:5](=[O:16])[CH:4]=1.[F-].[Cs+].I[CH:22]([CH3:24])[CH3:23]. The catalyst is CN(C=O)C. The product is [NH2:13][C:10]1[CH:11]=[C:12]2[C:7](=[CH:8][CH:9]=1)[N:6]=[C:5]([O:16][CH:22]([CH3:24])[CH3:23])[CH:4]=[C:3]2[C:2]([F:18])([F:17])[F:1]. The yield is 0.900. (2) The catalyst is C1COCC1. The yield is 0.610. The product is [Cl:1][C:2]1[CH:3]=[C:4]([CH:35]=[CH:36][C:37]=1[Cl:38])[CH2:5][CH:6]1[C:15]2[CH:14]=[C:13]([O:16][CH2:17][CH2:18][NH:19][S:20]([C:23]3[N:24]=[CH:25][N:26]([CH3:28])[CH:27]=3)(=[O:22])=[O:21])[CH:12]=[CH:11][C:10]=2[CH2:9][CH2:8][CH:7]1[NH:29][CH:30]=[O:31]. The reactants are [Cl:1][C:2]1[CH:3]=[C:4]([CH:35]=[CH:36][C:37]=1[Cl:38])[CH2:5][CH:6]1[C:15]2[C:10](=[CH:11][CH:12]=[C:13]([O:16][CH2:17][CH2:18][NH:19][S:20]([C:23]3[N:24]=[CH:25][N:26]([CH3:28])[CH:27]=3)(=[O:22])=[O:21])[CH:14]=2)[CH2:9][CH2:8][CH:7]1[NH:29][C:30](=O)[O:31]CC.[H-].[H-].[H-].[H-].[Li+].[Al+3].[OH-].[Na+].